The task is: Regression. Given two drug SMILES strings and cell line genomic features, predict the synergy score measuring deviation from expected non-interaction effect.. This data is from NCI-60 drug combinations with 297,098 pairs across 59 cell lines. (1) Drug 1: CCC1(CC2CC(C3=C(CCN(C2)C1)C4=CC=CC=C4N3)(C5=C(C=C6C(=C5)C78CCN9C7C(C=CC9)(C(C(C8N6C=O)(C(=O)OC)O)OC(=O)C)CC)OC)C(=O)OC)O.OS(=O)(=O)O. Drug 2: CN1C(=O)N2C=NC(=C2N=N1)C(=O)N. Cell line: HCT116. Synergy scores: CSS=32.8, Synergy_ZIP=14.1, Synergy_Bliss=16.8, Synergy_Loewe=-38.6, Synergy_HSA=5.54. (2) Drug 1: CC12CCC3C(C1CCC2=O)CC(=C)C4=CC(=O)C=CC34C. Drug 2: C1=NC2=C(N=C(N=C2N1C3C(C(C(O3)CO)O)F)Cl)N. Cell line: NCIH23. Synergy scores: CSS=57.7, Synergy_ZIP=-6.72, Synergy_Bliss=-8.08, Synergy_Loewe=-17.1, Synergy_HSA=-5.84.